Dataset: Reaction yield outcomes from USPTO patents with 853,638 reactions. Task: Predict the reaction yield, written as a fraction of the theoretical maximum amount of product (1.0 means a 100% yield; for example, 0.34 means a 34% yield). The reactants are [CH3:1][O:2][C@H:3]1[CH2:8][CH2:7][C@H:6]([CH2:9][N:10]2[C:15](=[O:16])[CH2:14][NH:13][C:12]3[N:17]=[CH:18][C:19]([C:21]4[C:22]([CH3:29])=[CH:23][C:24]([C:27]#[N:28])=[N:25][CH:26]=4)=[N:20][C:11]2=3)[CH2:5][CH2:4]1.FC(F)(F)C(O)=[O:33].S(=O)(=O)(O)O.C(=O)([O-])[O-].[Na+].[Na+]. No catalyst specified. The product is [CH3:1][O:2][C@H:3]1[CH2:8][CH2:7][C@H:6]([CH2:9][N:10]2[C:15](=[O:16])[CH2:14][NH:13][C:12]3[N:17]=[CH:18][C:19]([C:21]4[C:22]([CH3:29])=[CH:23][C:24]([C:27]([NH2:28])=[O:33])=[N:25][CH:26]=4)=[N:20][C:11]2=3)[CH2:5][CH2:4]1. The yield is 0.670.